Dataset: Catalyst prediction with 721,799 reactions and 888 catalyst types from USPTO. Task: Predict which catalyst facilitates the given reaction. (1) Reactant: [C:1](OC(=O)C)(=O)C.C(O)=O.[C:11]([CH2:14][C:15]1[CH:23]=[C:22]([O:24][CH3:25])[CH:21]=[CH:20][C:16]=1[C:17]([OH:19])=[O:18])([OH:13])=[O:12].N1C=CC=CC=1. Product: [CH3:25][O:24][C:22]1[CH:23]=[C:15]2[C:16](=[CH:20][CH:21]=1)[C:17](=[O:19])[O:18][CH:1]=[C:14]2[C:11]([OH:13])=[O:12]. The catalyst class is: 28. (2) Reactant: [NH2:1][C:2]1[CH:9]=[C:8]([Cl:10])[CH:7]=[CH:6][C:3]=1[C:4]#[N:5].N1C=CC=CC=1.[C:17]1([C:23](Cl)=[O:24])[CH:22]=[CH:21][CH:20]=[CH:19][CH:18]=1. Product: [Cl:10][C:8]1[CH:7]=[CH:6][C:3]([C:4]#[N:5])=[C:2]([NH:1][C:23](=[O:24])[C:17]2[CH:22]=[CH:21][CH:20]=[CH:19][CH:18]=2)[CH:9]=1. The catalyst class is: 2. (3) Reactant: Cl[CH2:2][C:3]([NH:5][CH:6]1[CH2:8][CH2:7]1)=[O:4].[Br:9][C:10]1[CH:11]=[C:12]([OH:17])[CH:13]=[C:14]([F:16])[CH:15]=1.C([O-])([O-])=O.[K+].[K+]. Product: [Br:9][C:10]1[CH:11]=[C:12]([CH:13]=[C:14]([F:16])[CH:15]=1)[O:17][CH2:2][C:3]([NH:5][CH:6]1[CH2:8][CH2:7]1)=[O:4]. The catalyst class is: 21. (4) Reactant: C([N:3](CC)CC)C.[NH2:8][CH2:9][CH2:10][C:11]1[CH:42]=[CH:41][C:14]([O:15][CH2:16][CH2:17][C:18]2[CH:23]=[CH:22][C:21]([OH:24])=[C:20]([C@@H:25]([C:35]3[CH:40]=[CH:39][CH:38]=[CH:37][CH:36]=3)[CH2:26][CH2:27][N:28]([CH:32]([CH3:34])[CH3:33])[CH:29]([CH3:31])[CH3:30])[CH:19]=2)=[CH:13][CH:12]=1.O.[Cl:44][C:45]1[CH:53]=[C:52]([OH:54])[CH:51]=[CH:50][C:46]=1[C:47](O)=[O:48].Cl.CN(C)CCCN=C=NCC. Product: [NH3:3].[Cl:44][C:45]1[CH:53]=[C:52]([OH:54])[CH:51]=[CH:50][C:46]=1[C:47]([NH:8][CH2:9][CH2:10][C:11]1[CH:12]=[CH:13][C:14]([O:15][CH2:16][CH2:17][C:18]2[CH:23]=[CH:22][C:21]([OH:24])=[C:20]([C@@H:25]([C:35]3[CH:36]=[CH:37][CH:38]=[CH:39][CH:40]=3)[CH2:26][CH2:27][N:28]([CH:32]([CH3:33])[CH3:34])[CH:29]([CH3:31])[CH3:30])[CH:19]=2)=[CH:41][CH:42]=1)=[O:48]. The catalyst class is: 4. (5) Reactant: [CH:1]1[CH:2]=[CH:3][N:4]2[CH2:10][C:9]3[CH:11]=[CH:12][CH:13]=[CH:14][C:8]=3[NH:7][CH2:6][C:5]=12.C(N(CC)C(C)C)(C)C.[Br:24][C:25]1[CH:30]=[CH:29][C:28]([S:31](Cl)(=[O:33])=[O:32])=[CH:27][CH:26]=1. Product: [Br:24][C:25]1[CH:30]=[CH:29][C:28]([S:31]([N:7]2[C:8]3[CH:14]=[CH:13][CH:12]=[CH:11][C:9]=3[CH2:10][N:4]3[CH:3]=[CH:2][CH:1]=[C:5]3[CH2:6]2)(=[O:33])=[O:32])=[CH:27][CH:26]=1. The catalyst class is: 4.